This data is from Peptide-MHC class II binding affinity with 134,281 pairs from IEDB. The task is: Regression. Given a peptide amino acid sequence and an MHC pseudo amino acid sequence, predict their binding affinity value. This is MHC class II binding data. (1) The peptide sequence is INEPTAAAIAYGLDV. The MHC is HLA-DQA10102-DQB10602 with pseudo-sequence HLA-DQA10102-DQB10602. The binding affinity (normalized) is 0.822. (2) The peptide sequence is NTSYRLISCNTSVI. The MHC is HLA-DPA10103-DPB10301 with pseudo-sequence HLA-DPA10103-DPB10301. The binding affinity (normalized) is 0.160. (3) The peptide sequence is RYLEFEALGFLNEDH. The MHC is HLA-DQA10201-DQB10402 with pseudo-sequence HLA-DQA10201-DQB10402. The binding affinity (normalized) is 0.